Task: Predict which catalyst facilitates the given reaction.. Dataset: Catalyst prediction with 721,799 reactions and 888 catalyst types from USPTO (1) Reactant: [Cl:1][C:2]1[C:3]([NH:22][C:23](=[O:31])[CH2:24][CH:25]2[CH2:30][CH2:29][CH2:28][CH2:27][CH2:26]2)=[C:4]2[C:9](=[CH:10][CH:11]=1)[N:8]=[C:7]([N:12]1[CH2:16][CH2:15][C@H:14]([NH:17][CH2:18][CH2:19][C:20]#[N:21])[CH2:13]1)[CH:6]=[CH:5]2.C[Si]([N:36]=[N+:37]=[N-:38])(C)C.C([Sn](=O)CCCC)CCC. Product: [Cl:1][C:2]1[C:3]([NH:22][C:23](=[O:31])[CH2:24][CH:25]2[CH2:30][CH2:29][CH2:28][CH2:27][CH2:26]2)=[C:4]2[C:9](=[CH:10][CH:11]=1)[N:8]=[C:7]([N:12]1[CH2:16][CH2:15][C@H:14]([NH:17][CH2:18][CH2:19][C:20]3[N:36]=[N:37][NH:38][N:21]=3)[CH2:13]1)[CH:6]=[CH:5]2. The catalyst class is: 11. (2) Reactant: [Br:1][C:2]1[CH:8]=[CH:7][C:6]([O:9][CH3:10])=[CH:5][C:3]=1[NH2:4].C[Si]([N-][Si](C)(C)C)(C)C.[Na+].[C:21](O[C:21]([O:23][C:24]([CH3:27])([CH3:26])[CH3:25])=[O:22])([O:23][C:24]([CH3:27])([CH3:26])[CH3:25])=[O:22]. Product: [Br:1][C:2]1[CH:8]=[CH:7][C:6]([O:9][CH3:10])=[CH:5][C:3]=1[NH:4][C:21](=[O:22])[O:23][C:24]([CH3:27])([CH3:26])[CH3:25]. The catalyst class is: 7. (3) The catalyst class is: 93. Product: [Br:12][C:8]1[CH:9]=[CH:10][CH:11]=[C:6]([O:1][CH2:2][CH3:3])[N:7]=1. Reactant: [O-:1][CH2:2][CH3:3].[Na+].Br[C:6]1[CH:11]=[CH:10][CH:9]=[C:8]([Br:12])[N:7]=1. (4) Reactant: Br[C:2]1[CH:13]=[CH:12][C:5]([CH2:6][O:7][Si:8]([CH3:11])([CH3:10])[CH3:9])=[C:4]([CH3:14])[CH:3]=1.[CH3:15][Si:16]([C:19]#[CH:20])([CH3:18])[CH3:17]. The catalyst class is: 337. Product: [CH3:14][C:4]1[CH:3]=[C:2]([C:20]#[C:19][Si:16]([CH3:18])([CH3:17])[CH3:15])[CH:13]=[CH:12][C:5]=1[CH2:6][O:7][Si:8]([CH3:11])([CH3:10])[CH3:9].